Dataset: Retrosynthesis with 50K atom-mapped reactions and 10 reaction types from USPTO. Task: Predict the reactants needed to synthesize the given product. (1) Given the product COc1ccc(COc2ccc(C(=O)N3CCN(CC(C)C)CC3)cc2CC(C)C)cc1, predict the reactants needed to synthesize it. The reactants are: CC(C)Cc1cc(C(=O)N2CCN(CC(C)C)CC2)ccc1O.COc1ccc(CBr)cc1. (2) Given the product CC(C)n1nc(C(=O)NCCN2CCC(NC(=O)c3ccccc3)CC2)c2ccccc21, predict the reactants needed to synthesize it. The reactants are: CC(C)n1nc(C(=O)NCCN2CCC(N)CC2)c2ccccc21.O=C(Cl)c1ccccc1. (3) Given the product CCOc1cc(F)c(Cn2nc(-c3ncc(OCCN)c(Nc4ccncc4)n3)c3ccccc32)c(F)c1, predict the reactants needed to synthesize it. The reactants are: CCOc1cc(F)c(Cn2nc(-c3ncc(OCCNC(=O)OC(C)(C)C)c(Nc4ccncc4)n3)c3ccccc32)c(F)c1. (4) Given the product Cc1cccc(C(=O)Nc2ccc(N3CCNCC3)nc2)c1-c1ccc(C(C)C)cc1, predict the reactants needed to synthesize it. The reactants are: Cc1cccc(C(=O)Nc2ccc(N3CCN(Cc4ccccc4)CC3)nc2)c1-c1ccc(C(C)C)cc1. (5) Given the product CCN1CCCN(C(=O)OC(C)(C)C)CC1, predict the reactants needed to synthesize it. The reactants are: CC(C)(C)OC(=O)N1CCCNCC1.CCI.